Task: Regression. Given two drug SMILES strings and cell line genomic features, predict the synergy score measuring deviation from expected non-interaction effect.. Dataset: Merck oncology drug combination screen with 23,052 pairs across 39 cell lines (1) Drug 1: O=P1(N(CCCl)CCCl)NCCCO1. Drug 2: O=C(NOCC(O)CO)c1ccc(F)c(F)c1Nc1ccc(I)cc1F. Cell line: A375. Synergy scores: synergy=-2.15. (2) Drug 1: NC1CCCCC1N.O=C(O)C(=O)O.[Pt+2]. Drug 2: Cn1cc(-c2cnn3c(N)c(Br)c(C4CCCNC4)nc23)cn1. Cell line: UWB1289BRCA1. Synergy scores: synergy=-11.4. (3) Drug 1: C=CCn1c(=O)c2cnc(Nc3ccc(N4CCN(C)CC4)cc3)nc2n1-c1cccc(C(C)(C)O)n1. Drug 2: Cn1cc(-c2cnn3c(N)c(Br)c(C4CCCNC4)nc23)cn1. Cell line: RPMI7951. Synergy scores: synergy=32.4. (4) Drug 1: Cn1nnc2c(C(N)=O)ncn2c1=O. Drug 2: O=C(NOCC(O)CO)c1ccc(F)c(F)c1Nc1ccc(I)cc1F. Cell line: PA1. Synergy scores: synergy=8.91. (5) Drug 1: CN(Cc1cnc2nc(N)nc(N)c2n1)c1ccc(C(=O)NC(CCC(=O)O)C(=O)O)cc1. Drug 2: Cn1cc(-c2cnn3c(N)c(Br)c(C4CCCNC4)nc23)cn1. Synergy scores: synergy=-15.7. Cell line: RKO.